This data is from Full USPTO retrosynthesis dataset with 1.9M reactions from patents (1976-2016). The task is: Predict the reactants needed to synthesize the given product. Given the product [CH2:7]([C:11]1[NH:15][N:14]=[C:13]([C:16]([NH2:23])=[O:17])[C:12]=1[N+:19]([O-:21])=[O:20])[CH2:8][CH2:9][CH3:10], predict the reactants needed to synthesize it. The reactants are: C(Cl)(=O)C(Cl)=O.[CH2:7]([C:11]1[NH:15][N:14]=[C:13]([C:16](O)=[O:17])[C:12]=1[N+:19]([O-:21])=[O:20])[CH2:8][CH2:9][CH3:10].C[N:23](C)C=O.